From a dataset of NCI-60 drug combinations with 297,098 pairs across 59 cell lines. Regression. Given two drug SMILES strings and cell line genomic features, predict the synergy score measuring deviation from expected non-interaction effect. (1) Drug 1: C1=NC2=C(N=C(N=C2N1C3C(C(C(O3)CO)O)F)Cl)N. Drug 2: CC1C(C(CC(O1)OC2CC(CC3=C2C(=C4C(=C3O)C(=O)C5=C(C4=O)C(=CC=C5)OC)O)(C(=O)CO)O)N)O.Cl. Cell line: K-562. Synergy scores: CSS=36.5, Synergy_ZIP=-3.78, Synergy_Bliss=-3.50, Synergy_Loewe=-8.88, Synergy_HSA=-5.36. (2) Drug 1: CC1=C(C=C(C=C1)C(=O)NC2=CC(=CC(=C2)C(F)(F)F)N3C=C(N=C3)C)NC4=NC=CC(=N4)C5=CN=CC=C5. Drug 2: C(CC(=O)O)C(=O)CN.Cl. Cell line: SW-620. Synergy scores: CSS=-5.14, Synergy_ZIP=2.03, Synergy_Bliss=-1.79, Synergy_Loewe=-8.70, Synergy_HSA=-9.16. (3) Drug 2: CC12CCC3C(C1CCC2OP(=O)(O)O)CCC4=C3C=CC(=C4)OC(=O)N(CCCl)CCCl.[Na+]. Drug 1: C(CCl)NC(=O)N(CCCl)N=O. Synergy scores: CSS=7.23, Synergy_ZIP=-4.84, Synergy_Bliss=-6.34, Synergy_Loewe=-5.22, Synergy_HSA=-5.03. Cell line: EKVX. (4) Drug 1: CC12CCC3C(C1CCC2=O)CC(=C)C4=CC(=O)C=CC34C. Drug 2: COCCOC1=C(C=C2C(=C1)C(=NC=N2)NC3=CC=CC(=C3)C#C)OCCOC.Cl. Cell line: MALME-3M. Synergy scores: CSS=41.0, Synergy_ZIP=0.581, Synergy_Bliss=3.76, Synergy_Loewe=3.57, Synergy_HSA=3.20. (5) Drug 1: C1=CC(=CC=C1CC(C(=O)O)N)N(CCCl)CCCl.Cl. Drug 2: C(CC(=O)O)C(=O)CN.Cl. Cell line: MALME-3M. Synergy scores: CSS=14.0, Synergy_ZIP=-6.51, Synergy_Bliss=-4.61, Synergy_Loewe=-8.31, Synergy_HSA=-4.63.